This data is from Forward reaction prediction with 1.9M reactions from USPTO patents (1976-2016). The task is: Predict the product of the given reaction. (1) The product is: [ClH:35].[NH:20]1[CH2:21][CH:18]([N:14]2[CH2:15][CH2:16][CH2:17][CH:12]([C:7]3[NH:8][C:9](=[O:11])[C:10]4[C:2]([CH3:1])=[N:3][N:4]([C:29]5[CH:34]=[CH:33][CH:32]=[CH:31][CH:30]=5)[C:5]=4[N:6]=3)[CH2:13]2)[CH2:19]1. Given the reactants [CH3:1][C:2]1[C:10]2[C:9](=[O:11])[NH:8][C:7]([CH:12]3[CH2:17][CH2:16][CH2:15][N:14]([CH:18]4[CH2:21][N:20](C(OC(C)(C)C)=O)[CH2:19]4)[CH2:13]3)=[N:6][C:5]=2[N:4]([C:29]2[CH:34]=[CH:33][CH:32]=[CH:31][CH:30]=2)[N:3]=1.[ClH:35], predict the reaction product. (2) Given the reactants [C:1]([O:5][C:6]([N:8]1[CH2:13][CH2:12][C:11]([CH2:15]OS(C)(=O)=O)([CH3:14])[CH2:10][CH2:9]1)=[O:7])([CH3:4])([CH3:3])[CH3:2].[C-:21]#[N:22].[K+], predict the reaction product. The product is: [C:1]([O:5][C:6]([N:8]1[CH2:13][CH2:12][C:11]([CH2:15][C:21]#[N:22])([CH3:14])[CH2:10][CH2:9]1)=[O:7])([CH3:4])([CH3:3])[CH3:2]. (3) Given the reactants [NH2:1][C:2]1[CH:6]=[C:5]([CH2:7][CH3:8])[NH:4][N:3]=1.CS[C:11](=[N:13][C:14](=O)[C:15]1[CH:20]=[CH:19][C:18]([Cl:21])=[CH:17][C:16]=1[Cl:22])[CH3:12], predict the reaction product. The product is: [Cl:22][C:16]1[CH:17]=[C:18]([Cl:21])[CH:19]=[CH:20][C:15]=1[C:14]1[N:3]2[N:4]=[C:5]([CH2:7][CH3:8])[CH:6]=[C:2]2[N:1]=[C:11]([CH3:12])[N:13]=1. (4) Given the reactants [Br:1][C:2]1[CH:7]=[CH:6][C:5]([C:8]([OH:10])=O)=[CH:4][N:3]=1.[Cl-].[CH2:12]([O:19][C:20]1[CH:25]=[CH:24][C:23]([N:26]2[CH2:31][CH2:30][N:29]([C:32](=[O:35])[CH2:33][NH3+:34])[CH2:28][CH2:27]2)=[CH:22][CH:21]=1)[C:13]1[CH:18]=[CH:17][CH:16]=[CH:15][CH:14]=1.C1CN([P+](ON2N=NC3C=CC=CC2=3)(N2CCCC2)N2CCCC2)CC1.F[P-](F)(F)(F)(F)F.C(N(C(C)C)C(C)C)C, predict the reaction product. The product is: [CH2:12]([O:19][C:20]1[CH:21]=[CH:22][C:23]([N:26]2[CH2:27][CH2:28][N:29]([C:32](=[O:35])[CH2:33][NH:34][C:8](=[O:10])[C:5]3[CH:6]=[CH:7][C:2]([Br:1])=[N:3][CH:4]=3)[CH2:30][CH2:31]2)=[CH:24][CH:25]=1)[C:13]1[CH:14]=[CH:15][CH:16]=[CH:17][CH:18]=1.